This data is from TCR-epitope binding with 47,182 pairs between 192 epitopes and 23,139 TCRs. The task is: Binary Classification. Given a T-cell receptor sequence (or CDR3 region) and an epitope sequence, predict whether binding occurs between them. (1) The epitope is HPVGEADYFEY. The TCR CDR3 sequence is CASNDRLFGTAYQETQYF. Result: 0 (the TCR does not bind to the epitope). (2) The epitope is AMFWSVPTV. The TCR CDR3 sequence is CASSLWYNQPQHF. Result: 1 (the TCR binds to the epitope). (3) The epitope is SQASSRSSSR. The TCR CDR3 sequence is CAIRPGQGVENEQFF. Result: 1 (the TCR binds to the epitope).